This data is from Forward reaction prediction with 1.9M reactions from USPTO patents (1976-2016). The task is: Predict the product of the given reaction. (1) Given the reactants [N+:1]([C:4]1[CH:9]=[CH:8][C:7]([S:10]([CH3:13])(=[NH:12])=[O:11])=[CH:6][CH:5]=1)([O-:3])=[O:2].C(N(CC)CC)C.[CH3:21][O:22][CH2:23][C:24](Cl)=[O:25], predict the reaction product. The product is: [N+:1]([C:4]1[CH:5]=[CH:6][C:7]([S:10]([CH3:13])(=[N:12][C:24](=[O:25])[CH2:23][O:22][CH3:21])=[O:11])=[CH:8][CH:9]=1)([O-:3])=[O:2]. (2) Given the reactants [Br:1][C:2]1[CH:3]=[C:4]2[C:12](=[C:13]([C:15](=[O:17])[NH2:16])[CH:14]=1)[NH:11][C:10]1[CH:9]=C(C(OCC)=O)[CH:7]=[CH:6][C:5]2=1.[CH3:23][Mg]Br.[CH3:26][C:27]([CH3:29])=[O:28].[NH4+].[Cl-], predict the reaction product. The product is: [Br:1][C:2]1[CH:14]=[C:13]([C:15]([NH2:16])=[O:17])[C:12]2[NH:11][C:10]3[C:5]([C:4]=2[CH:3]=1)=[CH:6][CH:7]=[C:26]([C:27]([OH:28])([CH3:23])[CH3:29])[CH:9]=3. (3) Given the reactants [Na].FC(F)(F)S([O:7][C:8]1[CH:17]=[C:16]([NH:18][C:19]2[C:24]([Cl:25])=[CH:23][N:22]=[CH:21][C:20]=2[Cl:26])[C:15]2[C:10](=[C:11]([O:29][CH:30]3[CH2:34][CH2:33][CH2:32][CH2:31]3)[C:12]([O:27][CH3:28])=[CH:13][CH:14]=2)[N:9]=1)(=O)=O.[CH3:37]O, predict the reaction product. The product is: [CH:30]1([O:29][C:11]2[C:12]([O:27][CH3:28])=[CH:13][CH:14]=[C:15]3[C:10]=2[N:9]=[C:8]([O:7][CH3:37])[CH:17]=[C:16]3[NH:18][C:19]2[C:24]([Cl:25])=[CH:23][N:22]=[CH:21][C:20]=2[Cl:26])[CH2:34][CH2:33][CH2:32][CH2:31]1. (4) The product is: [C:7]([NH:11][C:12]1[N:6]2[C:2]([S:3][CH:4]=[CH:5]2)=[N:1][C:17]=1[C:16]1[CH:15]=[C:14]([OH:13])[CH:21]=[CH:20][CH:19]=1)([CH3:10])([CH3:9])[CH3:8]. Given the reactants [NH2:1][C:2]1[S:3][CH:4]=[CH:5][N:6]=1.[C:7]([N+:11]#[C-:12])([CH3:10])([CH3:9])[CH3:8].[OH:13][C:14]1[CH:15]=[C:16]([CH:19]=[CH:20][CH:21]=1)[CH:17]=O, predict the reaction product. (5) Given the reactants [C:1]([N:6]1[C:11](=[O:12])[CH:10]2[CH2:13][CH:7]1[CH:8]=[CH:9]2)(=[O:5])[CH:2]([CH3:4])[CH3:3].[BH4-].[Na+].Cl.[OH-].[Na+], predict the reaction product. The product is: [C:1]([NH:6][CH:7]1[CH2:13][CH:10]([CH2:11][OH:12])[CH:9]=[CH:8]1)(=[O:5])[CH:2]([CH3:4])[CH3:3]. (6) The product is: [CH2:8]([N:7]1[C:2]2[N:1]=[C:35]([C:31]3[CH:30]=[C:29]([CH:26]([CH3:28])[CH3:27])[CH:34]=[CH:33][N:32]=3)[N:17]([CH2:18][C@H:19]3[CH2:24][CH2:23][C@H:22]([CH3:25])[CH2:21][CH2:20]3)[C:3]=2[C:4](=[O:16])[NH:5][C:6]1=[O:15])[C:9]1[CH:14]=[CH:13][CH:12]=[CH:11][CH:10]=1. Given the reactants [NH2:1][CH:2]1[N:7]([CH2:8][C:9]2[CH:14]=[CH:13][CH:12]=[CH:11][CH:10]=2)[C:6](=[O:15])[NH:5][C:4](=[O:16])[CH:3]1[NH:17][CH2:18][C@H:19]1[CH2:24][CH2:23][C@H:22]([CH3:25])[CH2:21][CH2:20]1.[CH:26]([C:29]1[CH:34]=[CH:33][N:32]=[C:31]([CH:35]=O)[CH:30]=1)([CH3:28])[CH3:27].CC(O)=O.O, predict the reaction product. (7) Given the reactants [CH3:1][O:2][C:3]1[N:8]=[C:7](OS(C(F)(F)F)(=O)=O)[CH:6]=[C:5]([NH:17][CH2:18][CH2:19][C:20]2[CH:25]=[CH:24][C:23]([O:26][C:27]([F:30])([F:29])[F:28])=[CH:22][CH:21]=2)[N:4]=1.[CH2:31]([O:33][C:34]([CH:36]1[O:41][CH2:40][CH2:39][NH:38][CH2:37]1)=[O:35])[CH3:32], predict the reaction product. The product is: [CH2:31]([O:33][C:34]([CH:36]1[O:41][CH2:40][CH2:39][N:38]([C:7]2[CH:6]=[C:5]([NH:17][CH2:18][CH2:19][C:20]3[CH:25]=[CH:24][C:23]([O:26][C:27]([F:30])([F:29])[F:28])=[CH:22][CH:21]=3)[N:4]=[C:3]([O:2][CH3:1])[N:8]=2)[CH2:37]1)=[O:35])[CH3:32]. (8) Given the reactants [N:1]1([C:6]2[N:11]=[CH:10][N:9]=[C:8]([O:12][C:13]3[CH:18]=[CH:17][C:16]([NH:19]C(=O)OC(C)(C)C)=[CH:15][CH:14]=3)[CH:7]=2)[CH:5]=[N:4][CH:3]=[N:2]1.FC(F)(F)C(O)=O, predict the reaction product. The product is: [N:1]1([C:6]2[N:11]=[CH:10][N:9]=[C:8]([O:12][C:13]3[CH:18]=[CH:17][C:16]([NH2:19])=[CH:15][CH:14]=3)[CH:7]=2)[CH:5]=[N:4][CH:3]=[N:2]1.